From a dataset of Forward reaction prediction with 1.9M reactions from USPTO patents (1976-2016). Predict the product of the given reaction. (1) Given the reactants [Br:1][C:2]1[S:14][C:13]2[C:4](=[C:5]3[C:10](=[C:11]4[CH:17]=[C:16]([Br:18])[S:15][C:12]4=2)N=C(C[C@@H](C)CCCC(C)C)C(C[C@@H](C)CCCC(C)C)=N3)[CH:3]=1.CC1(C)C(C)(C)OB(C2SC3[C:50]4SC(B5OC(C)(C)C(C)(C)O5)=[CH:53][C:54]=4[C:55](CCCCCCCC)([CH2:56][CH2:57][CH2:58][CH2:59][CH2:60][CH2:61][CH2:62][CH3:63])[C:47]=3C=2)O1.C([O-])([O-])=O.[Na+].[Na+].[C:88]1([CH3:94])[CH:93]=[CH:92][CH:91]=[CH:90][CH:89]=1, predict the reaction product. The product is: [Br:1][C:2]1[S:14][C:13]2[C:12]3[S:15][C:16]([Br:18])=[CH:17][C:11]=3[C:10]3[C:5]([C:4]=2[CH:3]=1)=[CH:47][C:55]([CH2:56][CH2:57][CH2:58][CH2:59][CH2:60][CH2:61][CH2:62][CH3:63])=[C:54]([CH2:53][CH2:89][CH2:90][CH2:91][CH2:92][CH2:93][CH2:88][CH3:94])[CH:50]=3. (2) Given the reactants C(OC([NH:8][C:9]1[CH:14]=[CH:13][CH:12]=[CH:11][C:10]=1B(O)O)=O)(C)(C)C.Cl[C:19]1[C:20]([C:25]#[N:26])=[N:21][CH:22]=[CH:23][N:24]=1.C(=O)([O-])[O-].[K+].[K+], predict the reaction product. The product is: [N:24]1[C:19]2[C:14]3[CH:13]=[CH:12][CH:11]=[CH:10][C:9]=3[N:8]=[C:25]([NH2:26])[C:20]=2[N:21]=[CH:22][CH:23]=1. (3) Given the reactants Cl[C:2]1[N:7]=[C:6]([NH:8][CH:9]2[CH2:14][C:13]([CH3:16])([CH3:15])[NH:12][C:11]([CH3:18])([CH3:17])[CH2:10]2)[C:5]([F:19])=[CH:4][N:3]=1.[CH:20]1([C:23]2[CH:24]=[C:25]([NH2:35])[CH:26]=[C:27]([C:29]3[N:33]([CH3:34])[N:32]=[N:31][N:30]=3)[CH:28]=2)[CH2:22][CH2:21]1.O.C1(C)C=CC(S(O)(=O)=O)=CC=1, predict the reaction product. The product is: [CH:20]1([C:23]2[CH:24]=[C:25]([NH:35][C:2]3[N:7]=[C:6]([NH:8][CH:9]4[CH2:14][C:13]([CH3:16])([CH3:15])[NH:12][C:11]([CH3:18])([CH3:17])[CH2:10]4)[C:5]([F:19])=[CH:4][N:3]=3)[CH:26]=[C:27]([C:29]3[N:33]([CH3:34])[N:32]=[N:31][N:30]=3)[CH:28]=2)[CH2:22][CH2:21]1. (4) Given the reactants Br[C:2]1[N:7]=[C:6]([NH:8][C:9]([NH:11][C:12]2[C:21]3[C:16](=[CH:17][C:18]([O:22][CH3:23])=[CH:19][CH:20]=3)[N:15]=[CH:14][CH:13]=2)=[O:10])[CH:5]=[N:4][CH:3]=1.[CH2:24]1[C@@H:28]2[CH2:29][NH:30][CH2:31][C@@H:27]2[CH2:26][N:25]1[C:32]([O:34][C:35]([CH3:38])([CH3:37])[CH3:36])=[O:33], predict the reaction product. The product is: [CH3:23][O:22][C:18]1[CH:17]=[C:16]2[C:21]([C:12]([NH:11][C:9](=[O:10])[NH:8][C:6]3[N:7]=[C:2]([N:30]4[CH2:29][C@@H:28]5[CH2:24][N:25]([C:32]([O:34][C:35]([CH3:38])([CH3:37])[CH3:36])=[O:33])[CH2:26][C@@H:27]5[CH2:31]4)[CH:3]=[N:4][CH:5]=3)=[CH:13][CH:14]=[N:15]2)=[CH:20][CH:19]=1.